Task: Predict the reaction yield, written as a fraction of the theoretical maximum amount of product (1.0 means a 100% yield; for example, 0.34 means a 34% yield).. Dataset: Reaction yield outcomes from USPTO patents with 853,638 reactions (1) The reactants are C1(P(N=[N+]=[N-])(C2C=CC=CC=2)=[O:8])C=CC=CC=1.CC[N:20]([CH2:23]C)CC.[CH3:25][S:26]([CH2:29][N:30]1[C:38]2[CH:37]=[C:36](C(O)=O)[N:35]=[CH:34][C:33]=2[CH:32]=[CH:31]1)(=[O:28])=[O:27].[CH3:42][C:43]([OH:46])([CH3:45])[CH3:44]. No catalyst specified. The product is [CH3:25][S:26]([CH2:29][N:30]1[C:38]2[CH:37]=[C:36]([NH:20][C:23](=[O:8])[O:46][C:43]([CH3:45])([CH3:44])[CH3:42])[N:35]=[CH:34][C:33]=2[CH:32]=[CH:31]1)(=[O:27])=[O:28]. The yield is 0.500. (2) The reactants are [NH2:1][C:2]1[N:6]([CH3:7])[NH:5][C:4](=[O:8])[C:3]=1[C:9]1[CH:14]=[CH:13][CH:12]=[CH:11][CH:10]=1.[C:15]([O-])([O-])=O.[K+].[K+].IC. The catalyst is CN(C=O)C. The product is [CH3:15][O:8][C:4]1[C:3]([C:9]2[CH:10]=[CH:11][CH:12]=[CH:13][CH:14]=2)=[C:2]([NH2:1])[N:6]([CH3:7])[N:5]=1. The yield is 0.304. (3) The reactants are [C:1]1([C:7]2[CH:20]=[CH:19][C:18]3[C:9](=[CH:10][C:11]4[C:16]([CH:17]=3)=[CH:15][C:14]([C:21]3[CH:26]=[CH:25][CH:24]=[CH:23][CH:22]=3)=[CH:13][CH:12]=4)[CH:8]=2)[CH:6]=[CH:5][CH:4]=[CH:3][CH:2]=1.[Br:27]N1C(=O)CCC1=O.O. The catalyst is CN(C)C=O. The product is [Br:27][C:17]1[C:18]2[C:9]([CH:10]=[C:11]3[C:16]=1[CH:15]=[C:14]([C:21]1[CH:26]=[CH:25][CH:24]=[CH:23][CH:22]=1)[CH:13]=[CH:12]3)=[CH:8][C:7]([C:1]1[CH:6]=[CH:5][CH:4]=[CH:3][CH:2]=1)=[CH:20][CH:19]=2. The yield is 0.820. (4) The reactants are [CH2:1]([N:8]1[CH2:13][CH2:12][N:11]([C:14](OC(C)(C)C)=O)[CH:10]([C:21](OC)=[O:22])[CH2:9]1)[C:2]1[CH:7]=[CH:6][CH:5]=[CH:4][CH:3]=1.[H-].[Al+3].[Li+].[H-].[H-].[H-]. The catalyst is O1CCCC1. The product is [CH2:1]([N:8]1[CH2:13][CH2:12][N:11]([CH3:14])[CH:10]([CH2:21][OH:22])[CH2:9]1)[C:2]1[CH:3]=[CH:4][CH:5]=[CH:6][CH:7]=1. The yield is 0.910. (5) The reactants are [NH:1]1[C:5]2[CH:6]=[CH:7][CH:8]=[CH:9][C:4]=2[N:3]=[C:2]1[C:10]1[C:11]([NH2:22])=[N:12][CH:13]=[C:14]([C:16]2[CH2:17][CH2:18][NH:19][CH2:20][CH:21]=2)[N:15]=1.C(N(CC)CC)C.Cl[C:31]1[S:32][CH:33]=[CH:34][N:35]=1. The catalyst is CS(C)=O. The product is [NH:1]1[C:5]2[CH:6]=[CH:7][CH:8]=[CH:9][C:4]=2[N:3]=[C:2]1[C:10]1[C:11]([NH2:22])=[N:12][CH:13]=[C:14]([C:16]2[CH2:17][CH2:18][N:19]([C:31]3[S:32][CH:33]=[CH:34][N:35]=3)[CH2:20][CH:21]=2)[N:15]=1. The yield is 0.150. (6) The reactants are [NH2:1][C:2]1[CH:3]=[C:4]([CH:7]=[CH:8][C:9]=1Cl)[C:5]#[N:6].[K+].C(O[C:15]([S-:17])=[S:16])C.Cl. The catalyst is CN(C=O)C. The product is [SH:17][C:15]1[S:16][C:9]2[CH:8]=[CH:7][C:4]([C:5]#[N:6])=[CH:3][C:2]=2[N:1]=1. The yield is 0.490. (7) The reactants are [CH2:1]([N:8]([CH2:19][CH2:20][C:21]([F:24])([F:23])[F:22])[C:9]1[CH:14]=[CH:13][C:12]([Br:15])=[CH:11][C:10]=1[N+:16]([O-])=O)[C:2]1[CH:7]=[CH:6][CH:5]=[CH:4][CH:3]=1.O.[Cl-].[NH4+]. The catalyst is C(O)C.ClCCl.[Zn]. The product is [CH2:1]([N:8]([CH2:19][CH2:20][C:21]([F:24])([F:23])[F:22])[C:9]1[C:10]([NH2:16])=[CH:11][C:12]([Br:15])=[CH:13][CH:14]=1)[C:2]1[CH:3]=[CH:4][CH:5]=[CH:6][CH:7]=1. The yield is 0.920.